Dataset: Forward reaction prediction with 1.9M reactions from USPTO patents (1976-2016). Task: Predict the product of the given reaction. (1) Given the reactants Br[CH2:2][C:3]1[CH:8]=[CH:7][C:6]([NH:9][C:10](=[O:15])[C:11]([F:14])([F:13])[F:12])=[CH:5][C:4]=1[C:16]([F:19])([F:18])[F:17].[CH2:20]([O:22][P:23]([O:27]CC)[O:24][CH2:25][CH3:26])[CH3:21], predict the reaction product. The product is: [CH2:20]([O:22][P:23]([CH2:2][C:3]1[CH:8]=[CH:7][C:6]([NH:9][C:10](=[O:15])[C:11]([F:14])([F:13])[F:12])=[CH:5][C:4]=1[C:16]([F:19])([F:18])[F:17])(=[O:27])[O:24][CH2:25][CH3:26])[CH3:21]. (2) The product is: [CH3:1][N:2]([C:14]1[N:23]=[C:22]([NH2:24])[C:21]2[C:16](=[CH:17][C:18]([O:27][CH3:28])=[C:19]([O:25][CH3:26])[CH:20]=2)[N:15]=1)[CH2:3][CH2:4][CH2:5][NH:6][C:7]([CH:9]1[O:13][CH2:12][CH2:11][CH2:10]1)=[O:8].[ClH:35]. Given the reactants [CH3:1][N:2]([C:14]1[N:23]=[C:22]([NH2:24])[C:21]2[C:16](=[CH:17][C:18]([O:27][CH3:28])=[C:19]([O:25][CH3:26])[CH:20]=2)[N:15]=1)[CH2:3][CH2:4][CH2:5][NH:6][C:7]([CH:9]1[O:13][CH2:12][CH2:11][CH2:10]1)=[O:8].C(OC)(C)(C)C.[ClH:35], predict the reaction product. (3) Given the reactants [C:1]([O:5][C:6]([N:8]1[CH2:13][CH2:12][O:11][CH2:10][CH:9]1[C:14]([OH:16])=O)=[O:7])([CH3:4])([CH3:3])[CH3:2].[NH2:17][C:18]1[CH:22]=[C:21]([C:23]([CH3:26])([CH3:25])[CH3:24])[O:20][N:19]=1.P(Cl)(Cl)(Cl)=O, predict the reaction product. The product is: [C:1]([O:5][C:6]([N:8]1[CH2:13][CH2:12][O:11][CH2:10][CH:9]1[C:14](=[O:16])[NH:17][C:18]1[CH:22]=[C:21]([C:23]([CH3:26])([CH3:25])[CH3:24])[O:20][N:19]=1)=[O:7])([CH3:2])([CH3:3])[CH3:4]. (4) Given the reactants [C:1]([C:3]1[CH:4]=[C:5]([CH:39]=[C:40]([S:42]([F:47])([F:46])([F:45])([F:44])[F:43])[CH:41]=1)[C:6]([NH:8][C:9]1[CH:14]=[CH:13][C:12]([CH3:15])=[C:11]([N:16]2[C:23]3[N:19]([N:20]=[C:21]([C:24]4[CH:25]=[N:26][N:27](CC5C=CC(OC)=CC=5)[CH:28]=4)[CH:22]=3)[C:18]([CH3:38])=[CH:17]2)[CH:10]=1)=[O:7])#[N:2], predict the reaction product. The product is: [C:1]([C:3]1[CH:4]=[C:5]([CH:39]=[C:40]([S:42]([F:46])([F:44])([F:47])([F:43])[F:45])[CH:41]=1)[C:6]([NH:8][C:9]1[CH:14]=[CH:13][C:12]([CH3:15])=[C:11]([N:16]2[C:23]3[N:19]([N:20]=[C:21]([C:24]4[CH:28]=[N:27][NH:26][CH:25]=4)[CH:22]=3)[C:18]([CH3:38])=[CH:17]2)[CH:10]=1)=[O:7])#[N:2]. (5) Given the reactants [Cl:1][C:2]1[N:7]=[C:6]([NH:8][CH:9]2[CH2:16][C@@:13]3([O:15][CH2:14]3)[CH2:12][CH2:11][CH2:10]2)[C:5]([F:17])=[CH:4][N:3]=1.[C-:18]#[N:19].[Na+].Cl([O-])(=O)(=O)=O.[Li+].CCOC(C)=O, predict the reaction product. The product is: [Cl:1][C:2]1[N:7]=[C:6]([NH:8][C@H:9]2[CH2:10][CH2:11][CH2:12][C@:13]([CH2:14][C:18]#[N:19])([OH:15])[CH2:16]2)[C:5]([F:17])=[CH:4][N:3]=1. (6) Given the reactants [Br:1][C:2]1[CH:7]=[CH:6][C:5]([NH2:8])=[CH:4][C:3]=1[F:9].[N+]([C:13]1[CH:18]=CC=C[CH:14]=1)([O-])=O.S(=O)(=O)(O)O, predict the reaction product. The product is: [Br:1][C:2]1[C:3]([F:9])=[C:4]2[C:5](=[CH:6][CH:7]=1)[N:8]=[CH:18][CH:13]=[CH:14]2. (7) Given the reactants [Cl:1][C:2]1[CH:7]=[CH:6][C:5]([CH:8]([C:10]2[CH:15]=[CH:14][C:13]([CH2:16][N:17]3[CH2:22][CH2:21][O:20][CH2:19][CH2:18]3)=[CH:12][CH:11]=2)O)=[CH:4][CH:3]=1.[CH3:23][O:24][C:25]1[CH:26]=[C:27]2[C:32](=[CH:33][CH:34]=1)[N:31]=[CH:30][CH:29]=[C:28]2[NH2:35].ClC1C=C2C(C(N)=CCN2C(C2C=CC(Cl)=CC=2)C2C=CC(CN3CCOCC3)=CC=2)=CC=1, predict the reaction product. The product is: [Cl:1][C:2]1[CH:7]=[CH:6][C:5]([CH:8]([C:10]2[CH:15]=[CH:14][C:13]([CH2:16][N:17]3[CH2:22][CH2:21][O:20][CH2:19][CH2:18]3)=[CH:12][CH:11]=2)[N:31]2[C:32]3[C:27](=[CH:26][C:25]([O:24][CH3:23])=[CH:34][CH:33]=3)[C:28]([NH2:35])=[CH:29][CH2:30]2)=[CH:4][CH:3]=1. (8) Given the reactants [OH:1][CH:2]([C:4]1[CH:9]=[CH:8][CH:7]=[CH:6][C:5]=1[CH:10]([OH:12])[CH3:11])[CH3:3].CN([P:16](N(C)C)[C:17]1[CH:22]=[CH:21][CH:20]=[CH:19][CH:18]=1)C, predict the reaction product. The product is: [CH3:3][CH:2]1[C:4]2[CH:9]=[CH:8][CH:7]=[CH:6][C:5]=2[CH:10]([CH3:11])[O:12][P:16]([C:17]2[CH:22]=[CH:21][CH:20]=[CH:19][CH:18]=2)[O:1]1. (9) Given the reactants C([Li])CCC.Br[C:7]1[CH:8]=[C:9]([C:13]2([C:18]([OH:20])=[O:19])[CH2:17][CH2:16][CH2:15][CH2:14]2)[CH:10]=[CH:11][CH:12]=1.[B:21](OCCCC)([O:27]CCCC)[O:22]CCCC.Cl, predict the reaction product. The product is: [C:18]([C:13]1([C:9]2[CH:8]=[C:7]([B:21]([OH:27])[OH:22])[CH:12]=[CH:11][CH:10]=2)[CH2:17][CH2:16][CH2:15][CH2:14]1)([OH:20])=[O:19].